This data is from Peptide-MHC class I binding affinity with 185,985 pairs from IEDB/IMGT. The task is: Regression. Given a peptide amino acid sequence and an MHC pseudo amino acid sequence, predict their binding affinity value. This is MHC class I binding data. (1) The peptide sequence is KRFYQTVGF. The MHC is HLA-B15:09 with pseudo-sequence HLA-B15:09. The binding affinity (normalized) is 0.0847. (2) The peptide sequence is QTDDGVRFT. The MHC is HLA-A01:01 with pseudo-sequence HLA-A01:01. The binding affinity (normalized) is 0.0856.